From a dataset of Catalyst prediction with 721,799 reactions and 888 catalyst types from USPTO. Predict which catalyst facilitates the given reaction. (1) Reactant: [CH3:1][O:2][C:3](=[O:25])[C:4](O)([C:20]([F:23])([F:22])[F:21])[C:5]1[C:9](=[O:10])[N:8]([C:11]2[CH:16]=[CH:15][CH:14]=[C:13]([O:17][CH3:18])[CH:12]=2)[NH:7][C:6]=1[CH3:19].S(Cl)(Cl)=O. Product: [CH3:1][O:2][C:3](=[O:25])[C:4](=[C:5]1[C:9](=[O:10])[N:8]([C:11]2[CH:16]=[CH:15][CH:14]=[C:13]([O:17][CH3:18])[CH:12]=2)[N:7]=[C:6]1[CH3:19])[C:20]([F:23])([F:21])[F:22]. The catalyst class is: 11. (2) Reactant: [CH2:1]([O:3][C:4]1[N:8]([CH2:9][C:10]2[CH:15]=[CH:14][C:13]([C:16]3[CH:21]=[CH:20][CH:19]=[CH:18][C:17]=3[C:22](=[N:24][O:25][C:26](OC3C=CC([N+]([O-])=O)=CC=3)=[O:27])[NH2:23])=[CH:12][CH:11]=2)[C:7]2[C:38]([C:42]([O:44][CH2:45][C:46]3[O:47][C:48](=[O:52])[O:49][C:50]=3[CH3:51])=[O:43])=[CH:39][CH:40]=[CH:41][C:6]=2[N:5]=1)[CH3:2]. Product: [CH2:1]([O:3][C:4]1[N:8]([CH2:9][C:10]2[CH:11]=[CH:12][C:13]([C:16]3[CH:21]=[CH:20][CH:19]=[CH:18][C:17]=3[C:22]3[NH:23][C:26](=[O:27])[O:25][N:24]=3)=[CH:14][CH:15]=2)[C:7]2[C:38]([C:42]([O:44][CH2:45][C:46]3[O:47][C:48](=[O:52])[O:49][C:50]=3[CH3:51])=[O:43])=[CH:39][CH:40]=[CH:41][C:6]=2[N:5]=1)[CH3:2]. The catalyst class is: 11. (3) Reactant: [O:1]([CH2:8][CH2:9][CH2:10]Br)[C:2]1[CH:7]=[CH:6][CH:5]=[CH:4][CH:3]=1.[N:12]12[CH2:19][CH2:18][CH:15]([CH2:16][CH2:17]1)[C@H:14]([O:20][C:21]([C:23]1([C:30]3[CH:35]=[CH:34][CH:33]=[CH:32][CH:31]=3)[CH2:29][CH2:28][CH2:27][CH2:26][CH2:25][CH2:24]1)=[O:22])[CH2:13]2. Product: [CH:21]([O-:22])=[O:20].[O:1]([CH2:8][CH2:9][CH2:10][N+:12]12[CH2:19][CH2:18][CH:15]([CH2:16][CH2:17]1)[C@H:14]([O:20][C:21]([C:23]1([C:30]3[CH:31]=[CH:32][CH:33]=[CH:34][CH:35]=3)[CH2:29][CH2:28][CH2:27][CH2:26][CH2:25][CH2:24]1)=[O:22])[CH2:13]2)[C:2]1[CH:7]=[CH:6][CH:5]=[CH:4][CH:3]=1. The catalyst class is: 10.